From a dataset of Full USPTO retrosynthesis dataset with 1.9M reactions from patents (1976-2016). Predict the reactants needed to synthesize the given product. (1) Given the product [C:1]([O:5][CH:6]([O:8][CH2:9][CH3:10])[CH3:7])(=[O:4])[CH:2]=[CH2:3].[C:11]([O:16][CH2:17][C:18]1[CH:19]=[CH:20][CH:21]=[CH:22][CH:23]=1)(=[O:15])[C:12]([CH3:14])=[CH2:13].[C:24]([O:29][CH2:30][CH2:31][OH:32])(=[O:28])[C:25]([CH3:27])=[CH2:26].[C:6]([O:8][CH:9]([CH3:10])[CH2:11][O:16][CH3:17])(=[O:5])[CH3:7], predict the reactants needed to synthesize it. The reactants are: [C:1]([O:5][CH:6]([O:8][CH2:9][CH3:10])[CH3:7])(=[O:4])[CH:2]=[CH2:3].[C:11]([O:16][CH2:17][C:18]1[CH:23]=[CH:22][CH:21]=[CH:20][CH:19]=1)(=[O:15])[C:12]([CH3:14])=[CH2:13].[C:24]([O:29][CH2:30][CH2:31][OH:32])(=[O:28])[C:25]([CH3:27])=[CH2:26].N(C(C)(CC)C([O-])=O)=NC(C)(CC)C([O-])=O. (2) Given the product [CH3:1][N:2]([CH3:15])[C:3]([C:5]1[C:9]2[CH:10]=[C:11]([N:26]3[CH2:27][C@H:28]([CH3:29])[N:23]([CH2:16][C:17]4[CH:22]=[CH:21][CH:20]=[CH:19][CH:18]=4)[C@H:24]([CH3:30])[CH2:25]3)[CH:12]=[CH:13][C:8]=2[O:7][CH:6]=1)=[O:4], predict the reactants needed to synthesize it. The reactants are: [CH3:1][N:2]([CH3:15])[C:3]([C:5]1[C:9]2[CH:10]=[C:11](Br)[CH:12]=[CH:13][C:8]=2[O:7][CH:6]=1)=[O:4].[CH2:16]([N:23]1[C@H:28]([CH3:29])[CH2:27][NH:26][CH2:25][C@@H:24]1[CH3:30])[C:17]1[CH:22]=[CH:21][CH:20]=[CH:19][CH:18]=1.CC(C)([O-])C.[Na+].C([O-])([O-])=O.[K+].[K+]. (3) Given the product [CH2:1]([N:3]1[C:8]2[N:9]=[C:10]([S:13]([CH3:14])=[O:34])[N:11]=[CH:12][C:7]=2[CH:6]=[C:5]([C:15]2[CH:20]=[CH:19][CH:18]=[CH:17][C:16]=2[S:21]([CH3:24])(=[O:22])=[O:23])[C:4]1=[O:25])[CH3:2], predict the reactants needed to synthesize it. The reactants are: [CH2:1]([N:3]1[C:8]2[N:9]=[C:10]([S:13][CH3:14])[N:11]=[CH:12][C:7]=2[CH:6]=[C:5]([C:15]2[CH:20]=[CH:19][CH:18]=[CH:17][C:16]=2[S:21]([CH3:24])(=[O:23])=[O:22])[C:4]1=[O:25])[CH3:2].C1C=C(Cl)C=C(C(OO)=[O:34])C=1. (4) Given the product [F:59][C:57]1[CH:56]=[C:55]([F:60])[CH:54]=[C:53]2[C:58]=1[C:49]([NH:47][C:45]1[CH:44]=[N:43][CH:42]=[C:41]([N:38]3[CH2:39][CH2:40][O:35][CH2:36][CH2:37]3)[N:46]=1)=[C:50]([CH3:68])[C:51]([C:61]1[CH:66]=[C:65]([CH3:67])[CH:64]=[CH:63][N:62]=1)=[N:52]2, predict the reactants needed to synthesize it. The reactants are: C1(P(C2CCCCC2)C2C=CC=CC=2C2C(C(C)C)=CC(C(C)C)=CC=2C(C)C)CCCCC1.[O:35]1[CH2:40][CH2:39][N:38]([C:41]2[N:46]=[C:45]([NH2:47])[CH:44]=[N:43][CH:42]=2)[CH2:37][CH2:36]1.Cl[C:49]1[C:58]2[C:53](=[CH:54][C:55]([F:60])=[CH:56][C:57]=2[F:59])[N:52]=[C:51]([C:61]2[CH:66]=[C:65]([CH3:67])[CH:64]=[CH:63][N:62]=2)[C:50]=1[CH3:68].CC(C)([O-])C.[Na+].